Dataset: Forward reaction prediction with 1.9M reactions from USPTO patents (1976-2016). Task: Predict the product of the given reaction. (1) Given the reactants [CH3:1][NH:2][CH3:3].[Br:4][C:5]1[N:10]=[CH:9][C:8]([CH:11]=O)=[CH:7][CH:6]=1.[BH4-].[Na+], predict the reaction product. The product is: [Br:4][C:5]1[N:10]=[CH:9][C:8]([CH2:11][N:2]([CH3:3])[CH3:1])=[CH:7][CH:6]=1. (2) Given the reactants [CH2:1]([O:3][C:4](=[O:38])[CH2:5][C:6]1[N:11](C(OC(C)(C)C)=O)[C:10]2[CH:19]=[CH:20][C:21]([N:23]([S:31]([CH2:34]C)(=[O:33])=[O:32])C(OC(C)(C)C)=O)=[CH:22][C:9]=2[S:8](=[O:37])(=[O:36])[CH:7]=1)[CH3:2].ClCCl.FC(F)(F)C(O)=O, predict the reaction product. The product is: [CH2:1]([O:3][C:4](=[O:38])[CH2:5][C:6]1[NH:11][C:10]2[CH:19]=[CH:20][C:21]([NH:23][S:31]([CH3:34])(=[O:33])=[O:32])=[CH:22][C:9]=2[S:8](=[O:37])(=[O:36])[CH:7]=1)[CH3:2]. (3) The product is: [S:11]([C:23]1[C:24]([C:25]([OH:27])=[O:26])=[CH:28][C:29]([F:32])=[CH:30][CH:31]=1)[C:5]1[C:6]([C:7]([OH:9])=[O:8])=[CH:10][C:2]([F:1])=[CH:3][CH:4]=1. Given the reactants [F:1][C:2]1[CH:3]=[CH:4][C:5]([SH:11])=[C:6]([CH:10]=1)[C:7]([OH:9])=[O:8].SC1C=CC=CC=1C(O)=O.Br[C:23]1[CH:31]=[CH:30][C:29]([F:32])=[CH:28][C:24]=1[C:25]([OH:27])=[O:26], predict the reaction product.